The task is: Predict which catalyst facilitates the given reaction.. This data is from Catalyst prediction with 721,799 reactions and 888 catalyst types from USPTO. (1) Reactant: [Br:1][C:2]1[CH:3]=[CH:4][C:5]2[O:9][C:8]([CH:10]3[CH2:15][CH2:14][NH:13][CH2:12][CH2:11]3)=[N:7][C:6]=2[CH:16]=1.Cl[C:18]1[N:23]=[CH:22][C:21]([F:24])=[CH:20][N:19]=1.C(N(CC)C(C)C)(C)C.CCOC(C)=O.O. Product: [Br:1][C:2]1[CH:3]=[CH:4][C:5]2[O:9][C:8]([CH:10]3[CH2:11][CH2:12][N:13]([C:18]4[N:23]=[CH:22][C:21]([F:24])=[CH:20][N:19]=4)[CH2:14][CH2:15]3)=[N:7][C:6]=2[CH:16]=1. The catalyst class is: 32. (2) Product: [C:30]([CH2:32][C:33]([N:1]1[CH2:2][CH:3]([CH2:5][NH:6][C:7]2[N:12]3[CH:13]=[CH:14][N:15]=[C:11]3[C:10]([C:16]([NH2:18])=[O:17])=[C:9]([NH:19][C:20]3[CH:25]=[C:24]([O:26][CH3:27])[CH:23]=[C:22]([O:28][CH3:29])[CH:21]=3)[N:8]=2)[CH2:4]1)=[O:34])#[N:31]. The catalyst class is: 2. Reactant: [NH:1]1[CH2:4][CH:3]([CH2:5][NH:6][C:7]2[N:12]3[CH:13]=[CH:14][N:15]=[C:11]3[C:10]([C:16]([NH2:18])=[O:17])=[C:9]([NH:19][C:20]3[CH:25]=[C:24]([O:26][CH3:27])[CH:23]=[C:22]([O:28][CH3:29])[CH:21]=3)[N:8]=2)[CH2:2]1.[C:30]([CH2:32][C:33](O)=[O:34])#[N:31].CN(C(ON1N=NC2C=CC=NC1=2)=[N+](C)C)C.F[P-](F)(F)(F)(F)F.CCN(C(C)C)C(C)C. (3) The catalyst class is: 4. Product: [C:11]([N:18]1[CH2:23][CH2:22][C:21]([CH2:26][CH3:27])([CH:24]=[O:25])[CH2:20][CH2:19]1)([O:13][C:14]([CH3:17])([CH3:16])[CH3:15])=[O:12]. Reactant: C(Cl)(=O)C(Cl)=O.CS(C)=O.[C:11]([N:18]1[CH2:23][CH2:22][C:21]([CH2:26][CH3:27])([CH2:24][OH:25])[CH2:20][CH2:19]1)([O:13][C:14]([CH3:17])([CH3:16])[CH3:15])=[O:12].C(N(CC)CC)C.